From a dataset of Catalyst prediction with 721,799 reactions and 888 catalyst types from USPTO. Predict which catalyst facilitates the given reaction. (1) Reactant: [CH3:1][N:2]([CH3:6])[CH2:3][CH2:4][NH2:5].[F:7][C:8]1[CH:13]=[CH:12][C:11]([C:14]#[C:15][C:16]2[N:20]3[CH:21]=[CH:22][CH:23]=[CH:24][C:19]3=[N:18][C:17]=2[CH2:25][O:26][C:27]2[CH:35]=[CH:34][CH:33]=[CH:32][C:28]=2[C:29](Cl)=[O:30])=[CH:10][CH:9]=1. Product: [CH3:1][N:2]([CH3:6])[CH2:3][CH2:4][NH:5][C:29](=[O:30])[C:28]1[CH:32]=[CH:33][CH:34]=[CH:35][C:27]=1[O:26][CH2:25][C:17]1[N:18]=[C:19]2[CH:24]=[CH:23][CH:22]=[CH:21][N:20]2[C:16]=1[C:15]#[C:14][C:11]1[CH:12]=[CH:13][C:8]([F:7])=[CH:9][CH:10]=1. The catalyst class is: 4. (2) Reactant: [F:1][C:2]1[CH:20]=[CH:19][C:5]([C:6]([N:8]2[C:12]3[CH:13]=[CH:14][CH:15]=[CH:16][C:11]=3[S:10][CH:9]2C#N)=O)=[CH:4][CH:3]=1.F[B-](F)(F)F.[H+].[C:27]([C:33]([O:35][CH3:36])=[O:34])#[C:28][C:29]([O:31][CH3:32])=[O:30]. Product: [F:1][C:2]1[CH:3]=[CH:4][C:5]([C:6]2[N:8]3[C:9]([S:10][C:11]4[CH:16]=[CH:15][CH:14]=[CH:13][C:12]=43)=[C:28]([C:29]([O:31][CH3:32])=[O:30])[C:27]=2[C:33]([O:35][CH3:36])=[O:34])=[CH:19][CH:20]=1. The catalyst class is: 139. (3) Reactant: [CH3:1][O:2][CH:3]([O:13][CH3:14])[C:4]1[CH:5]=[N:6][CH:7]=[C:8]([C:10]([CH3:12])=[CH2:11])[CH:9]=1.C1C=C(Cl)C=C(C(OO)=[O:23])C=1. Product: [CH3:1][O:2][CH:3]([O:13][CH3:14])[C:4]1[CH:5]=[N+:6]([O-:23])[CH:7]=[C:8]([C:10]([CH3:12])=[CH2:11])[CH:9]=1. The catalyst class is: 2. (4) The catalyst class is: 4. Reactant: C(N([P:8]([N:12]([CH:16]([CH3:18])[CH3:17])[CH:13]([CH3:15])[CH3:14])(Cl)([O-:10])[O-:9])C(C)C)(C)C.[O:19]([CH2:26][C:27]([NH:29][C:30]1[C:31]2[N:32]=[CH:33][N:34]([C:66]=2[N:67]=[CH:68][N:69]=1)[C@@H:35]1[O:65][C@H:39]([CH2:40][O:41][C:42]([C:59]2[CH:64]=[CH:63][CH:62]=[CH:61][CH:60]=2)([C:51]2[CH:56]=[CH:55][C:54]([O:57][CH3:58])=[CH:53][CH:52]=2)[C:43]2[CH:48]=[CH:47][C:46]([O:49][CH3:50])=[CH:45][CH:44]=2)[C@@H:37]([OH:38])[CH2:36]1)=[O:28])[C:20]1[CH:25]=[CH:24][CH:23]=[CH:22][CH:21]=1.C(N(C(C)C)C(C)C)C.[C:79]([O:82][C@@H:83]1[C@@H:95]([O:96][C:97](=[O:99])[CH3:98])[C@H:94]([O:100][C:101](=[O:103])[CH3:102])[C@@H:93]([CH2:104][O:105][C:106](=[O:108])[CH3:107])[O:92][C@H:84]1[O:85][CH2:86][CH2:87][O:88][CH2:89][CH2:90]O)(=[O:81])[CH3:80].N1C=NN=N1. Product: [O:19]([CH2:26][C:27]([NH:29][C:30]1[C:31]2[N:32]=[CH:33][N:34]([C:66]=2[N:67]=[CH:68][N:69]=1)[C@@H:35]1[O:65][C@H:39]([CH2:40][O:41][C:42]([C:59]2[CH:60]=[CH:61][CH:62]=[CH:63][CH:64]=2)([C:51]2[CH:56]=[CH:55][C:54]([O:57][CH3:58])=[CH:53][CH:52]=2)[C:43]2[CH:48]=[CH:47][C:46]([O:49][CH3:50])=[CH:45][CH:44]=2)[C@@H:37]([O:38][P:8]([N:12]([CH:13]([CH3:14])[CH3:15])[CH:16]([CH3:17])[CH3:18])([O:9][CH2:90][CH2:89][O:88][CH2:87][CH2:86][O:85][C@@H:84]2[O:92][C@H:93]([CH2:104][O:105][C:106](=[O:108])[CH3:107])[C@@H:94]([O:100][C:101](=[O:103])[CH3:102])[C@H:95]([O:96][C:97](=[O:99])[CH3:98])[C@H:83]2[O:82][C:79](=[O:81])[CH3:80])=[O:10])[CH2:36]1)=[O:28])[C:20]1[CH:21]=[CH:22][CH:23]=[CH:24][CH:25]=1. (5) Reactant: [Br:1][C:2]1[C:3]([CH3:9])=[N:4][C:5](Cl)=[CH:6][CH:7]=1.[CH3:10][C@@H:11]1[CH2:16][NH:15][CH2:14][CH2:13][NH:12]1.CCN(CC)CC. Product: [Br:1][C:2]1[CH:7]=[CH:6][C:5]([N:15]2[CH2:14][CH2:13][NH:12][C@H:11]([CH3:10])[CH2:16]2)=[N:4][C:3]=1[CH3:9]. The catalyst class is: 3. (6) Reactant: [OH:1][C@@H:2]([CH3:29])[CH2:3][C:4]1[C:5]([C:13](=[N:24][NH:25][C:26](=[O:28])[CH3:27])[C:14]2[CH:19]=[CH:18][C:17]([N+:20]([O-:22])=[O:21])=[C:16]([CH3:23])[CH:15]=2)=[CH:6][C:7]2[O:11][CH2:10][O:9][C:8]=2[CH:12]=1.C(N(CC)CC)C.[CH3:37][S:38](Cl)(=[O:40])=[O:39]. Product: [CH3:37][S:38]([O:1][C@@H:2]([CH3:29])[CH2:3][C:4]1[C:5]([C:13](=[N:24][NH:25][C:26](=[O:28])[CH3:27])[C:14]2[CH:19]=[CH:18][C:17]([N+:20]([O-:22])=[O:21])=[C:16]([CH3:23])[CH:15]=2)=[CH:6][C:7]2[O:11][CH2:10][O:9][C:8]=2[CH:12]=1)(=[O:40])=[O:39]. The catalyst class is: 4. (7) Reactant: B.[I:2][C:3]1[CH:4]=[C:5]([CH2:9][C:10](O)=[O:11])[CH:6]=[CH:7][CH:8]=1.[Cl-].[NH4+]. Product: [I:2][C:3]1[CH:4]=[C:5]([CH2:9][CH2:10][OH:11])[CH:6]=[CH:7][CH:8]=1. The catalyst class is: 1. (8) Reactant: Br[C:2]1[CH:3]=[N:4][CH:5]=[C:6]([C:8]2([CH:11]=[CH2:12])[CH2:10][CH2:9]2)[CH:7]=1.[B:13]1(B2OC(C)(C)C(C)(C)O2)[O:17]C(C)(C)C(C)(C)[O:14]1.C1(P(C2CCCCC2)C2CCCCC2)CCCCC1.C([O-])(=O)C.[K+]. Product: [CH:11]([C:8]1([C:6]2[CH:7]=[C:2]([B:13]([OH:17])[OH:14])[CH:3]=[N:4][CH:5]=2)[CH2:10][CH2:9]1)=[CH2:12]. The catalyst class is: 62. (9) Reactant: [C:1]1([C@H:11]([NH:13][C:14]([CH:16]2[CH2:21][O:20][CH2:19][CH2:18][NH:17]2)=[O:15])[CH3:12])[C:10]2[C:5](=[CH:6][CH:7]=[CH:8][CH:9]=2)[CH:4]=[CH:3][CH:2]=1.CC1(C)C2C(=C(P(C3C=CC=CC=3)C3C=CC=CC=3)C=CC=2)OC2C(P(C3C=CC=CC=3)C3C=CC=CC=3)=CC=CC1=2.Br[C:65]1[CH:70]=[CH:69][CH:68]=[C:67]([C:71]([F:74])([F:73])[F:72])[CH:66]=1.C([O-])([O-])=O.[Cs+].[Cs+]. Product: [C:1]1([C@H:11]([NH:13][C:14]([CH:16]2[CH2:21][O:20][CH2:19][CH2:18][N:17]2[C:65]2[CH:70]=[CH:69][CH:68]=[C:67]([C:71]([F:74])([F:73])[F:72])[CH:66]=2)=[O:15])[CH3:12])[C:10]2[C:5](=[CH:6][CH:7]=[CH:8][CH:9]=2)[CH:4]=[CH:3][CH:2]=1. The catalyst class is: 715.